This data is from TCR-epitope binding with 47,182 pairs between 192 epitopes and 23,139 TCRs. The task is: Binary Classification. Given a T-cell receptor sequence (or CDR3 region) and an epitope sequence, predict whether binding occurs between them. (1) The epitope is EIYKRWII. The TCR CDR3 sequence is CASSLEGTSGSPDLNEQFF. Result: 0 (the TCR does not bind to the epitope). (2) The epitope is HLVDFQVTI. Result: 1 (the TCR binds to the epitope). The TCR CDR3 sequence is CASSYSKIGGRSYNEQFF. (3) The epitope is NLNESLIDL. The TCR CDR3 sequence is CASNNQETQYF. Result: 0 (the TCR does not bind to the epitope). (4) The epitope is NQKLIANQF. The TCR CDR3 sequence is CATSRDPQDNSPLHF. Result: 0 (the TCR does not bind to the epitope). (5) The epitope is KLGGALQAK. The TCR CDR3 sequence is CASSQGSGTYF. Result: 1 (the TCR binds to the epitope). (6) The epitope is RPHERNGFTVL. The TCR CDR3 sequence is CASSPHRNTEAFF. Result: 1 (the TCR binds to the epitope).